Dataset: Full USPTO retrosynthesis dataset with 1.9M reactions from patents (1976-2016). Task: Predict the reactants needed to synthesize the given product. (1) Given the product [CH3:24][O:25][C:26](=[O:37])[C:27]1[CH:32]=[CH:31][CH:30]=[C:29]([NH:33][C:34]([N:17]([C:16]2[N:8]([C:5]3[CH:6]=[CH:7][C:2]([Cl:1])=[CH:3][CH:4]=3)[N:9]=[C:10]3[C:15]=2[CH:14]=[CH:13][CH:12]=[CH:11]3)[CH:18]2[CH2:23][CH2:22][CH2:21][CH2:20][CH2:19]2)=[O:35])[C:28]=1[CH3:36], predict the reactants needed to synthesize it. The reactants are: [Cl:1][C:2]1[CH:7]=[CH:6][C:5]([N:8]2[C:16]([NH:17][CH:18]3[CH2:23][CH2:22][CH2:21][CH2:20][CH2:19]3)=[C:15]3[C:10]([CH:11]=[CH:12][CH:13]=[CH:14]3)=[N:9]2)=[CH:4][CH:3]=1.[CH3:24][O:25][C:26](=[O:37])[C:27]1[CH:32]=[CH:31][CH:30]=[C:29]([N:33]=[C:34]=[O:35])[C:28]=1[CH3:36].CCN(CC)CC. (2) Given the product [CH2:1]([O:8][N:9]1[C:18]2[C:13](=[CH:14][CH:15]=[CH:16][N:17]=2)[C:12]([OH:19])=[CH:11][C:10]1=[O:25])[C:2]1[CH:7]=[CH:6][CH:5]=[CH:4][CH:3]=1, predict the reactants needed to synthesize it. The reactants are: [CH2:1]([O:8][N:9]1[C:18]2[C:13](=[CH:14][CH:15]=[CH:16][N:17]=2)[C:12]([OH:19])=[C:11](C(OCC)=O)[C:10]1=[O:25])[C:2]1[CH:7]=[CH:6][CH:5]=[CH:4][CH:3]=1.[OH-].[Na+]. (3) Given the product [CH2:1]([N:3]([C:12]1[CH:13]=[CH:14][C:15]([CH3:28])=[C:16]2[C:20]=1[NH:19][C:18]([C:21]1[S:22][C:23]([CH2:26][Cl:31])=[CH:24][N:25]=1)=[CH:17]2)[S:4]([C:7]1[S:8][CH:9]=[CH:10][CH:11]=1)(=[O:6])=[O:5])[CH3:2], predict the reactants needed to synthesize it. The reactants are: [CH2:1]([N:3]([C:12]1[CH:13]=[CH:14][C:15]([CH3:28])=[C:16]2[C:20]=1[NH:19][C:18]([C:21]1[S:22][C:23]([CH2:26]O)=[CH:24][N:25]=1)=[CH:17]2)[S:4]([C:7]1[S:8][CH:9]=[CH:10][CH:11]=1)(=[O:6])=[O:5])[CH3:2].S(Cl)([Cl:31])=O. (4) Given the product [ClH:1].[Cl:1][C:2]1[N:3]([S:15]([C:18]2[CH:23]=[CH:22][C:21]([C:24]([F:27])([F:26])[F:25])=[CH:20][CH:19]=2)(=[O:17])=[O:16])[C:4]([C:9]2[CH:14]=[CH:13][CH:12]=[CH:11][CH:10]=2)=[CH:5][C:6]=1[CH2:7][NH:31][CH3:30], predict the reactants needed to synthesize it. The reactants are: [Cl:1][C:2]1[N:3]([S:15]([C:18]2[CH:23]=[CH:22][C:21]([C:24]([F:27])([F:26])[F:25])=[CH:20][CH:19]=2)(=[O:17])=[O:16])[C:4]([C:9]2[CH:14]=[CH:13][CH:12]=[CH:11][CH:10]=2)=[CH:5][C:6]=1[CH:7]=O.CO.[CH3:30][NH2:31].[BH4-].[Na+].Cl.C(=O)([O-])O.[Na+]. (5) Given the product [N:29]1[N:25]([C:20]2[CH:21]=[CH:22][CH:23]=[CH:24][C:19]=2[C:18]([NH:17][C@H:13]2[CH2:14][CH2:15][CH2:16][C@H:12]2[O:11][C:32]2[CH:37]=[N:36][C:35]([C:38]([F:41])([F:40])[F:39])=[CH:34][N:33]=2)=[O:30])[N:26]=[CH:27][CH:28]=1, predict the reactants needed to synthesize it. The reactants are: [Li+].C[Si]([N-][Si](C)(C)C)(C)C.[OH:11][C@H:12]1[CH2:16][CH2:15][CH2:14][C@@H:13]1[NH:17][C:18](=[O:30])[C:19]1[CH:24]=[CH:23][CH:22]=[CH:21][C:20]=1[N:25]1[N:29]=[CH:28][CH:27]=[N:26]1.Cl[C:32]1[CH:37]=[N:36][C:35]([C:38]([F:41])([F:40])[F:39])=[CH:34][N:33]=1.